This data is from Reaction yield outcomes from USPTO patents with 853,638 reactions. The task is: Predict the reaction yield, written as a fraction of the theoretical maximum amount of product (1.0 means a 100% yield; for example, 0.34 means a 34% yield). (1) The reactants are [C:1]([C:3]1[CH:8]=[CH:7][C:6]([C:9]2([O:12][CH2:13][C:14]([CH3:17])([CH3:16])[CH3:15])[CH2:11][CH2:10]2)=[CH:5][C:4]=1C)#[CH:2].[CH3:19][O:20][C:21](=[O:30])[CH2:22][C:23]1[CH:28]=[CH:27][C:26](I)=[CH:25][CH:24]=1.[CH2:31](N(CC)CC)C. The catalyst is [Cu]I.Cl[Pd](Cl)([P](C1C=CC=CC=1)(C1C=CC=CC=1)C1C=CC=CC=1)[P](C1C=CC=CC=1)(C1C=CC=CC=1)C1C=CC=CC=1. The product is [CH3:17][C:14]([CH3:15])([CH3:16])[CH2:13][O:12][C:9]1([C:6]2[CH:5]=[CH:4][C:3]([C:1]#[C:2][C:26]3[CH:27]=[CH:28][C:23]([CH2:22][C:21]([O:20][CH3:19])=[O:30])=[CH:24][CH:25]=3)=[CH:8][C:7]=2[CH3:31])[CH2:10][CH2:11]1. The yield is 0.830. (2) The reactants are [NH2:1][CH2:2][C:3]1[CH:15]=[CH:14][C:6]([O:7][CH2:8][CH2:9][C:10]([O:12][CH3:13])=[O:11])=[CH:5][CH:4]=1.CCN(C(C)C)C(C)C.[C:25]([O:29][C:30]([NH:32][CH2:33][C:34]1[CH:42]=[CH:41][C:37]([C:38](O)=[O:39])=[CH:36][CH:35]=1)=[O:31])([CH3:28])([CH3:27])[CH3:26].CN(C(ON1N=NC2C=CC=NC1=2)=[N+](C)C)C.F[P-](F)(F)(F)(F)F. The yield is 0.460. The product is [C:25]([O:29][C:30]([NH:32][CH2:33][C:34]1[CH:35]=[CH:36][C:37]([C:38]([NH:1][CH2:2][C:3]2[CH:15]=[CH:14][C:6]([O:7][CH2:8][CH2:9][C:10]([O:12][CH3:13])=[O:11])=[CH:5][CH:4]=2)=[O:39])=[CH:41][CH:42]=1)=[O:31])([CH3:28])([CH3:26])[CH3:27]. The catalyst is CN(C=O)C. (3) The reactants are [F:1][C:2]1[CH:20]=[CH:19][C:5]([CH2:6][CH:7]2[CH2:13][CH:12]3[N:14]([C:15](=[O:18])[CH2:16][OH:17])[CH:9]([CH2:10][CH2:11]3)[CH2:8]2)=[CH:4][CH:3]=1.[H-].[Na+].Cl[C:24]1[C:29]([N+:30]([O-:32])=[O:31])=[CH:28][C:27]([Cl:33])=[CH:26][N:25]=1. The catalyst is C1(C)C=CC=CC=1. The product is [N+:30]([C:29]1[C:24]([O:17][CH2:16][C:15]([N:14]2[CH:9]3[CH2:10][CH2:11][CH:12]2[CH2:13][CH:7]([CH2:6][C:5]2[CH:4]=[CH:3][C:2]([F:1])=[CH:20][CH:19]=2)[CH2:8]3)=[O:18])=[N:25][CH:26]=[C:27]([Cl:33])[CH:28]=1)([O-:32])=[O:31]. The yield is 0.680.